This data is from Oral bioavailability binary classification data from Ma et al.. The task is: Regression/Classification. Given a drug SMILES string, predict its absorption, distribution, metabolism, or excretion properties. Task type varies by dataset: regression for continuous measurements (e.g., permeability, clearance, half-life) or binary classification for categorical outcomes (e.g., BBB penetration, CYP inhibition). Dataset: bioavailability_ma. (1) The molecule is CN1CCC[C@H]1c1cccnc1. The result is 1 (high bioavailability). (2) The drug is CC(=O)S[C@@H]1CC2=CC(=O)CC[C@]2(C)[C@H]2CC[C@@]3(C)[C@@H](CC[C@@]34CCC(=O)O4)[C@@H]21. The result is 1 (high bioavailability). (3) The drug is CCC1(c2ccccc2)C(=O)NC(=O)NC1=O. The result is 1 (high bioavailability). (4) The compound is CN1C[C@H](C(=O)N[C@]2(C)O[C@@]3(O)[C@@H]4CCCN4C(=O)[C@H](Cc4ccccc4)N3C2=O)C=C2c3cccc4[nH]cc(c34)C[C@H]21. The result is 0 (low bioavailability). (5) The molecule is COC(=O)C1=C(C)NC(C)=C(C(=O)OCC(C)C)C1c1ccccc1[N+](=O)[O-]. The result is 0 (low bioavailability). (6) The drug is CNC(=C[N+](=O)[O-])NCCSCc1csc(CN(C)C)n1. The result is 1 (high bioavailability).